Dataset: Hepatocyte clearance measurements from AstraZeneca. Task: Regression/Classification. Given a drug SMILES string, predict its absorption, distribution, metabolism, or excretion properties. Task type varies by dataset: regression for continuous measurements (e.g., permeability, clearance, half-life) or binary classification for categorical outcomes (e.g., BBB penetration, CYP inhibition). For this dataset (clearance_hepatocyte_az), we predict log10(clearance) (log10 of the in vitro intrinsic clearance, CLint, in uL/min per 10^6 hepatocytes; values are censored to the assay range of 3 to 150, which is 0.477 to 2.18 on this log10 scale). (1) The log10(clearance) is 1.30. The molecule is COc1cccc(Nc2c(C(N)=O)cnc3c(C)cc(S(=O)(=O)c4cccc(C(=O)N(C)C)c4)cc23)c1. (2) The drug is Cc1oc(=O)oc1CN1CCN(c2cc3c(cc2F)c(=O)c(C(=O)O)c2n3C(C)S2)CC1. The log10(clearance) is 1.84.